From a dataset of Peptide-MHC class II binding affinity with 134,281 pairs from IEDB. Regression. Given a peptide amino acid sequence and an MHC pseudo amino acid sequence, predict their binding affinity value. This is MHC class II binding data. (1) The peptide sequence is WQTLSAALDAQAVEL. The MHC is HLA-DQA10301-DQB10302 with pseudo-sequence HLA-DQA10301-DQB10302. The binding affinity (normalized) is 0.440. (2) The peptide sequence is TKVTFHVVGVGPLLH. The MHC is DRB1_1101 with pseudo-sequence DRB1_1101. The binding affinity (normalized) is 0.358. (3) The peptide sequence is EVAKLDVVKLLYNEQ. The MHC is DRB1_0404 with pseudo-sequence DRB1_0404. The binding affinity (normalized) is 0.113. (4) The peptide sequence is LSQLQTYMIQFDQYI. The MHC is DRB1_1201 with pseudo-sequence DRB1_1201. The binding affinity (normalized) is 0.250. (5) The peptide sequence is QFRRVKCKYPEGTKV. The MHC is DRB3_0101 with pseudo-sequence DRB3_0101. The binding affinity (normalized) is 0.142. (6) The peptide sequence is DRTELLEMVCFHEFL. The MHC is DRB1_0301 with pseudo-sequence DRB1_0301. The binding affinity (normalized) is 0.153. (7) The MHC is DRB1_1101 with pseudo-sequence DRB1_1101. The binding affinity (normalized) is 0.570. The peptide sequence is GELQIVDKIDAAFKQ.